This data is from Forward reaction prediction with 1.9M reactions from USPTO patents (1976-2016). The task is: Predict the product of the given reaction. (1) Given the reactants [CH3:1][C:2]1[CH:3]=[CH:4][C:5]([N+:9]([O-:11])=[O:10])=[C:6]([CH:8]=1)[NH2:7].Cl.[N:13]([O-])=O.[Na+].[CH3:17][CH:18](C(C)=O)[C:19]([O:21][CH2:22][CH3:23])=[O:20].[OH-].[K+], predict the reaction product. The product is: [CH3:1][C:2]1[CH:3]=[CH:4][C:5]([N+:9]([O-:11])=[O:10])=[C:6]([NH:7][N:13]=[C:18]([CH3:17])[C:19]([O:21][CH2:22][CH3:23])=[O:20])[CH:8]=1. (2) Given the reactants [Cl:1][C:2]1[CH:10]=[CH:9][C:8]2[N:7]([CH2:11][C:12]([O:14]CC)=O)[C:6]3[CH2:17][CH2:18][N:19]([CH3:21])[CH2:20][C:5]=3[C:4]=2[CH:3]=1.[CH:22]1([NH2:27])[CH2:26][CH2:25][CH2:24][CH2:23]1, predict the reaction product. The product is: [Cl:1][C:2]1[CH:10]=[CH:9][C:8]2[N:7]([CH2:11][C:12]([NH:27][CH:22]3[CH2:26][CH2:25][CH2:24][CH2:23]3)=[O:14])[C:6]3[CH2:17][CH2:18][N:19]([CH3:21])[CH2:20][C:5]=3[C:4]=2[CH:3]=1. (3) Given the reactants C1C(=O)N([I:8])C(=O)C1.[C:9]1([C:28]2[CH:33]=[CH:32][CH:31]=[CH:30][CH:29]=2)[CH:14]=[CH:13][C:12]([CH2:15][NH:16][C:17]2[CH:22]=[C:21]([F:23])[CH:20]=[C:19]([F:24])[C:18]=2[N+:25]([O-:27])=[O:26])=[CH:11][CH:10]=1, predict the reaction product. The product is: [C:9]1([C:28]2[CH:29]=[CH:30][CH:31]=[CH:32][CH:33]=2)[CH:10]=[CH:11][C:12]([CH2:15][NH:16][C:17]2[CH:22]=[C:21]([F:23])[C:20]([I:8])=[C:19]([F:24])[C:18]=2[N+:25]([O-:27])=[O:26])=[CH:13][CH:14]=1. (4) Given the reactants [F:1][C:2]([F:33])([F:32])[C:3]1[CH:4]=[C:5]([NH:9][C:10]([N:12]2[C:20]3[C:15](=[CH:16][C:17]([O:21][C:22]4[CH:27]=[CH:26][N:25]=[C:24]([CH2:28][N:29]=[N+]=[N-])[CH:23]=4)=[CH:18][CH:19]=3)[CH:14]=[CH:13]2)=[O:11])[CH:6]=[CH:7][CH:8]=1.[H-].[Al+3].[Li+].[H-].[H-].[H-], predict the reaction product. The product is: [NH4+:9].[OH-:11].[F:33][C:2]([F:1])([F:32])[C:3]1[CH:4]=[C:5]([NH:9][C:10]([N:12]2[C:20]3[C:15](=[CH:16][C:17]([O:21][C:22]4[CH:27]=[CH:26][N:25]=[C:24]([CH2:28][NH2:29])[CH:23]=4)=[CH:18][CH:19]=3)[CH:14]=[CH:13]2)=[O:11])[CH:6]=[CH:7][CH:8]=1. (5) Given the reactants [Cl:1][C:2]1[CH:3]=[C:4]([NH2:12])[C:5]2[CH:6]=[CH:7][N:8]=[CH:9][C:10]=2[CH:11]=1.[F:13][C:14]([F:26])([F:25])[C:15]1[CH:24]=[CH:23][C:18]([CH2:19][N:20]=[C:21]=[O:22])=[CH:17][CH:16]=1, predict the reaction product. The product is: [Cl:1][C:2]1[CH:11]=[C:10]2[C:5]([CH:6]=[CH:7][N:8]=[CH:9]2)=[C:4]([NH:12][C:21]([NH:20][CH2:19][C:18]2[CH:17]=[CH:16][C:15]([C:14]([F:13])([F:26])[F:25])=[CH:24][CH:23]=2)=[O:22])[CH:3]=1. (6) Given the reactants [C:1]([O:5][C:6]([N:8]1[C:16]2[C:11](=[CH:12][C:13]([O:17]C(OC(C)(C)C)=O)=[CH:14][CH:15]=2)[CH:10]=[CH:9]1)=[O:7])([CH3:4])([CH3:3])[CH3:2].N1CCOCC1, predict the reaction product. The product is: [C:1]([O:5][C:6]([N:8]1[C:16]2[C:11](=[CH:12][C:13]([OH:17])=[CH:14][CH:15]=2)[CH:10]=[CH:9]1)=[O:7])([CH3:4])([CH3:2])[CH3:3].